Dataset: Forward reaction prediction with 1.9M reactions from USPTO patents (1976-2016). Task: Predict the product of the given reaction. (1) Given the reactants C(=O)([O-])[O-].[K+].[K+].Br[CH2:8][CH2:9][CH2:10][CH2:11][O:12][C:13]1[CH:18]=[CH:17][C:16]([C:19](=[O:24])[CH2:20][CH:21]([CH3:23])[CH3:22])=[C:15]([OH:25])[C:14]=1[CH3:26].[OH:27][C:28]1[CH:37]=[C:36]2[C:31]([CH:32]=[CH:33][C:34](=[O:38])[O:35]2)=[CH:30][CH:29]=1, predict the reaction product. The product is: [OH:25][C:15]1[C:14]([CH3:26])=[C:13]([CH:18]=[CH:17][C:16]=1[C:19](=[O:24])[CH2:20][CH:21]([CH3:23])[CH3:22])[O:12][CH2:11][CH2:10][CH2:9][CH2:8][O:27][C:28]1[CH:37]=[C:36]2[C:31]([CH:32]=[CH:33][C:34](=[O:38])[O:35]2)=[CH:30][CH:29]=1. (2) Given the reactants C1COCC1.O.[OH:7][C@@H:8]([CH2:37][O:38][C:39]1[CH:44]=[CH:43][CH:42]=[CH:41][CH:40]=1)/[CH:9]=[CH:10]/[C@@H:11]1[C@@H:20]2[C@@H:14]([O:15][CH2:16][C@@H:17]([CH2:21][CH2:22][CH2:23][C:24]([O:26][CH:27]([CH3:29])[CH3:28])=[O:25])[CH2:18][CH2:19]2)[CH2:13][C@H:12]1[O:30]C1CCCCO1, predict the reaction product. The product is: [OH:30][C@@H:12]1[CH2:13][C@@H:14]2[O:15][CH2:16][C@@H:17]([CH2:21][CH2:22][CH2:23][C:24]([O:26][CH:27]([CH3:29])[CH3:28])=[O:25])[CH2:18][CH2:19][C@@H:20]2[C@H:11]1/[CH:10]=[CH:9]/[C@@H:8]([OH:7])[CH2:37][O:38][C:39]1[CH:40]=[CH:41][CH:42]=[CH:43][CH:44]=1. (3) Given the reactants Cl.C(=[N:15][C:16]1[CH:17]=[C:18]([CH:32]=[C:33]([CH3:35])[CH:34]=1)[O:19][C:20]1[N:25]=[CH:24][N:23]=[C:22]([NH:26][C:27]([CH:29]2[CH2:31][CH2:30]2)=[O:28])[CH:21]=1)(C1C=CC=CC=1)C1C=CC=CC=1, predict the reaction product. The product is: [NH2:15][C:16]1[CH:17]=[C:18]([CH:32]=[C:33]([CH3:35])[CH:34]=1)[O:19][C:20]1[N:25]=[CH:24][N:23]=[C:22]([NH:26][C:27]([CH:29]2[CH2:31][CH2:30]2)=[O:28])[CH:21]=1. (4) Given the reactants [CH3:1][O:2][C:3]1[CH:14]=[CH:13][C:6]([CH2:7][O:8][CH2:9][CH:10]2[CH2:12][S:11]2)=[CH:5][CH:4]=1.[C:15](Cl)([C:28]1[CH:33]=[CH:32][CH:31]=[CH:30][CH:29]=1)([C:22]1[CH:27]=[CH:26][CH:25]=[CH:24][CH:23]=1)[C:16]1[CH:21]=[CH:20][CH:19]=[CH:18][CH:17]=1.[Cl:35]CCl, predict the reaction product. The product is: [Cl:35][CH2:12][CH:10]([S:11][C:15]([C:16]1[CH:21]=[CH:20][CH:19]=[CH:18][CH:17]=1)([C:28]1[CH:29]=[CH:30][CH:31]=[CH:32][CH:33]=1)[C:22]1[CH:23]=[CH:24][CH:25]=[CH:26][CH:27]=1)[CH2:9][O:8][CH2:7][C:6]1[CH:5]=[CH:4][C:3]([O:2][CH3:1])=[CH:14][CH:13]=1. (5) Given the reactants C([O:8][C:9]1[CH:10]=[C:11]([C:19]2[O:20][CH:21]=[C:22]([CH2:24][CH2:25][C:26]([C:28]3[CH:33]=[CH:32][CH:31]=[CH:30][C:29]=3[O:34][CH2:35][CH3:36])=[O:27])[N:23]=2)[CH:12]=[CH:13][C:14]=1[O:15][CH:16]([F:18])[F:17])C1C=CC=CC=1, predict the reaction product. The product is: [F:18][CH:16]([F:17])[O:15][C:14]1[CH:13]=[CH:12][C:11]([C:19]2[O:20][CH:21]=[C:22]([CH2:24][CH2:25][C:26]([C:28]3[CH:33]=[CH:32][CH:31]=[CH:30][C:29]=3[O:34][CH2:35][CH3:36])=[O:27])[N:23]=2)=[CH:10][C:9]=1[OH:8]. (6) Given the reactants F[C:2]1[CH:10]=[N:9][CH:8]=[CH:7][C:3]=1[C:4]([OH:6])=[O:5].[F:11][C:12]([F:22])([F:21])[S:13][C:14]1[CH:20]=[CH:19][C:17]([NH2:18])=[CH:16][CH:15]=1.[Li+].C[Si]([N-][Si](C)(C)C)(C)C.Cl, predict the reaction product. The product is: [F:11][C:12]([S:13][C:14]1[CH:20]=[CH:19][C:17]([NH:18][C:2]2[CH:10]=[N:9][CH:8]=[CH:7][C:3]=2[C:4]([OH:6])=[O:5])=[CH:16][CH:15]=1)([F:22])[F:21]. (7) The product is: [Cl:1][C:2]1[C:3]([NH:24][C:25]2[CH:29]=[C:28]([CH3:30])[NH:27][N:26]=2)=[N:4][C:5]([NH:8][C:9]2[C:14]([CH3:15])=[CH:13][C:12]([CH:16]3[CH2:21][CH2:20][C:19](=[N:36][OH:37])[CH2:18][CH2:17]3)=[C:11]([CH3:23])[CH:10]=2)=[N:6][CH:7]=1. Given the reactants [Cl:1][C:2]1[C:3]([NH:24][C:25]2[CH:29]=[C:28]([CH3:30])[NH:27][N:26]=2)=[N:4][C:5]([NH:8][C:9]2[C:14]([CH3:15])=[CH:13][C:12]([CH:16]3[CH2:21][CH2:20][C:19](=O)[CH2:18][CH2:17]3)=[C:11]([CH3:23])[CH:10]=2)=[N:6][CH:7]=1.CC([O-])=O.[Na+].[NH2:36][OH:37].Cl, predict the reaction product.